Dataset: Full USPTO retrosynthesis dataset with 1.9M reactions from patents (1976-2016). Task: Predict the reactants needed to synthesize the given product. Given the product [CH3:34][N:33]([CH2:6][C@@H:7]1[C:8]2[CH:9]=[C:10]([O:17][CH3:18])[C:11]([O:15][CH3:16])=[CH:12][C:13]=2[CH2:14]1)[CH2:32][CH2:31][CH2:30][N:27]1[C:26](=[O:35])[CH2:25][C:24]2[C:23](=[CH:22][C:21]([O:20][CH3:19])=[C:37]([O:38][CH3:39])[CH:36]=2)[CH2:29][CH2:28]1, predict the reactants needed to synthesize it. The reactants are: CS(O[CH2:6][C@H:7]1[CH2:14][C:13]2[C:8]1=[CH:9][C:10]([O:17][CH3:18])=[C:11]([O:15][CH3:16])[CH:12]=2)(=O)=O.[CH3:19][O:20][C:21]1[C:37]([O:38][CH3:39])=[CH:36][C:24]2[CH2:25][C:26](=[O:35])[N:27]([CH2:30][CH2:31][CH2:32][NH:33][CH3:34])[CH:28]=[CH:29][C:23]=2[CH:22]=1.